Dataset: Reaction yield outcomes from USPTO patents with 853,638 reactions. Task: Predict the reaction yield, written as a fraction of the theoretical maximum amount of product (1.0 means a 100% yield; for example, 0.34 means a 34% yield). The reactants are [NH2:1][C:2]1[CH:22]=[CH:21][C:5]([C:6]([NH:8][CH:9]([CH3:20])[C:10]([N:12]2[CH2:16][CH2:15][CH2:14][CH:13]2[C:17]([OH:19])=O)=[O:11])=[O:7])=[CH:4][C:3]=1[Cl:23].C(OC(=O)[NH:29][CH:30]1[CH2:34][C:33](=[O:35])[O:32][CH:31]1[O:36][CH:37]([CH3:39])[CH3:38])C=C.O=C1OC(OCCC2C=CC=CC=2)C(NC(C2CCCN2C(=O)C(NC(=O)C2C=CC(N)=C(Cl)C=2)C)=O)C1. No catalyst specified. The product is [CH:37]([O:36][CH:31]1[CH:30]([NH:29][C:17]([CH:13]2[CH2:14][CH2:15][CH2:16][N:12]2[C:10](=[O:11])[CH:9]([NH:8][C:6](=[O:7])[C:5]2[CH:21]=[CH:22][C:2]([NH2:1])=[C:3]([Cl:23])[CH:4]=2)[CH3:20])=[O:19])[CH2:34][C:33](=[O:35])[O:32]1)([CH3:39])[CH3:38]. The yield is 0.660.